This data is from Full USPTO retrosynthesis dataset with 1.9M reactions from patents (1976-2016). The task is: Predict the reactants needed to synthesize the given product. (1) Given the product [Br:20][CH2:2][C:1]([C:4]1[CH:5]=[C:6]([CH:17]=[CH:18][CH:19]=1)[C:7]([O:9][CH2:10][C:11]1[CH:12]=[CH:13][CH:14]=[CH:15][CH:16]=1)=[O:8])=[O:3], predict the reactants needed to synthesize it. The reactants are: [C:1]([C:4]1[CH:5]=[C:6]([CH:17]=[CH:18][CH:19]=1)[C:7]([O:9][CH2:10][C:11]1[CH:16]=[CH:15][CH:14]=[CH:13][CH:12]=1)=[O:8])(=[O:3])[CH3:2].[Br-:20].[Br-].[Br-].C1([N+](C)(C)C)C=CC=CC=1.C1([N+](C)(C)C)C=CC=CC=1.C1([N+](C)(C)C)C=CC=CC=1. (2) Given the product [C:1]([O:20][N:22]1[C:26](=[O:27])[CH2:25][CH2:24][C:23]1=[O:28])(=[O:19])[CH2:2][CH2:3][CH2:4][CH2:5][CH2:6][CH2:7][CH2:8][CH2:9][CH2:10][CH2:11][CH2:12][CH2:13][CH2:14][CH2:15][CH2:16][CH2:17][CH3:18], predict the reactants needed to synthesize it. The reactants are: [C:1]([OH:20])(=[O:19])[CH2:2][CH2:3][CH2:4][CH2:5][CH2:6][CH2:7][CH2:8][CH2:9][CH2:10][CH2:11][CH2:12][CH2:13][CH2:14][CH2:15][CH2:16][CH2:17][CH3:18].O[N:22]1[C:26](=[O:27])[CH2:25][CH2:24][C:23]1=[O:28].C1CCC(N=C=NC2CCCCC2)CC1. (3) Given the product [N:3]1[CH:8]=[CH:7][C:6]([N:9]2[CH2:13][CH2:12][CH:11]([O:14][C:16]3[CH:21]=[CH:20][C:19]([N+:22]([O-:24])=[O:23])=[CH:18][N:17]=3)[CH2:10]2)=[CH:5][CH:4]=1, predict the reactants needed to synthesize it. The reactants are: [H-].[Na+].[N:3]1[CH:8]=[CH:7][C:6]([N:9]2[CH2:13][CH2:12][CH:11]([OH:14])[CH2:10]2)=[CH:5][CH:4]=1.Br[C:16]1[CH:21]=[CH:20][C:19]([N+:22]([O-:24])=[O:23])=[CH:18][N:17]=1. (4) Given the product [O:25]1[CH2:26][CH2:27][N:22]([C:4]2[C:5]3[S:10][C:9]([CH2:11][N:12]4[CH2:17][CH2:16][NH:15][CH2:14][CH2:13]4)=[CH:8][C:6]=3[N:7]=[C:2]([C:32]3[N:33]=[CH:34][C:29]([NH2:28])=[N:30][CH:31]=3)[N:3]=2)[CH2:23][CH2:24]1, predict the reactants needed to synthesize it. The reactants are: Cl[C:2]1[N:3]=[C:4]([N:22]2[CH2:27][CH2:26][O:25][CH2:24][CH2:23]2)[C:5]2[S:10][C:9]([CH2:11][N:12]3[CH2:17][CH2:16][N:15](S(C)(=O)=O)[CH2:14][CH2:13]3)=[CH:8][C:6]=2[N:7]=1.[NH2:28][C:29]1[N:30]=[CH:31][C:32](B2OC(C)(C)C(C)(C)O2)=[N:33][CH:34]=1.